Dataset: Catalyst prediction with 721,799 reactions and 888 catalyst types from USPTO. Task: Predict which catalyst facilitates the given reaction. (1) Reactant: [CH2:1]([CH:3]1[N:12]2[C:7](=[CH:8][C:9](=[O:18])[C:10]([C:13]([O:15][CH2:16][CH3:17])=[O:14])=[CH:11]2)[C:6]2[CH:19]=[C:20]([O:24][CH3:25])[C:21]([OH:23])=[CH:22][C:5]=2[CH2:4]1)[CH3:2].Cl.Cl[CH2:28][CH2:29][N:30]1[CH2:34][CH2:33][CH2:32][CH2:31]1.C([O-])([O-])=O.[K+].[K+]. Product: [CH2:1]([CH:3]1[N:12]2[C:7](=[CH:8][C:9](=[O:18])[C:10]([C:13]([O:15][CH2:16][CH3:17])=[O:14])=[CH:11]2)[C:6]2[CH:19]=[C:20]([O:24][CH3:25])[C:21]([O:23][CH2:28][CH2:29][N:30]3[CH2:34][CH2:33][CH2:32][CH2:31]3)=[CH:22][C:5]=2[CH2:4]1)[CH3:2]. The catalyst class is: 3. (2) Reactant: [CH3:1][O:2][C:3]1[CH:4]=[C:5]([C:11]2[CH2:20][C:15]3([CH2:19][CH2:18][CH2:17][CH2:16]3)[C:14](=[O:21])[N:13]([CH:22]3[CH2:27][CH2:26][N:25]([C:28](=[O:38])[CH2:29][NH:30]C(=O)OC(C)(C)C)[CH2:24][CH2:23]3)[N:12]=2)[CH:6]=[CH:7][C:8]=1[O:9][CH3:10].FC(F)(F)C(O)=O.C(=O)(O)[O-].[Na+]. Product: [NH2:30][CH2:29][C:28]([N:25]1[CH2:24][CH2:23][CH:22]([N:13]2[N:12]=[C:11]([C:5]3[CH:6]=[CH:7][C:8]([O:9][CH3:10])=[C:3]([O:2][CH3:1])[CH:4]=3)[CH2:20][C:15]3([CH2:19][CH2:18][CH2:17][CH2:16]3)[C:14]2=[O:21])[CH2:27][CH2:26]1)=[O:38]. The catalyst class is: 2. (3) Reactant: Cl[C:2]1[N:14]=[C:13]([C:15]2[CH:20]=[C:19]([F:21])[CH:18]=[C:17]([F:22])[CH:16]=2)[CH:12]=[C:11]([C:23]([F:26])([F:25])[F:24])[C:3]=1[C:4]([O:6][C:7]([CH3:10])([CH3:9])[CH3:8])=[O:5].[Br:27][C:28]1[CH:33]=[CH:32][C:31]([OH:34])=[C:30]([F:35])[CH:29]=1.C(=O)([O-])[O-].[K+].[K+]. Product: [Br:27][C:28]1[CH:33]=[CH:32][C:31]([O:34][C:2]2[N:14]=[C:13]([C:15]3[CH:20]=[C:19]([F:21])[CH:18]=[C:17]([F:22])[CH:16]=3)[CH:12]=[C:11]([C:23]([F:26])([F:25])[F:24])[C:3]=2[C:4]([O:6][C:7]([CH3:10])([CH3:9])[CH3:8])=[O:5])=[C:30]([F:35])[CH:29]=1. The catalyst class is: 3. (4) Reactant: CC1(C)[O:7][CH2:6][C:5]([NH:30]C(=O)C)([CH2:8][CH2:9][C:10]2[CH:15]=[CH:14][C:13]([C:16]3[S:17][C:18]([C:21](=[O:29])[C:22]4[CH:27]=[CH:26][C:25]([CH3:28])=[CH:24][CH:23]=4)=[CH:19][CH:20]=3)=[CH:12][CH:11]=2)[CH2:4][O:3]1.Cl. Product: [NH2:30][C:5]([CH2:4][OH:3])([CH2:6][OH:7])[CH2:8][CH2:9][C:10]1[CH:15]=[CH:14][C:13]([C:16]2[S:17][C:18]([C:21]([C:22]3[CH:23]=[CH:24][C:25]([CH3:28])=[CH:26][CH:27]=3)=[O:29])=[CH:19][CH:20]=2)=[CH:12][CH:11]=1. The catalyst class is: 8.